From a dataset of hERG Central: cardiac toxicity at 1µM, 10µM, and general inhibition. Predict hERG channel inhibition at various concentrations. (1) The molecule is Cn1c(SCC(=O)N/N=C/C=C\c2ccco2)nc2ccccc21. Results: hERG_inhib (hERG inhibition (general)): blocker. (2) The molecule is COc1ccc(F)c(CN2CCC(CO)(Cc3cccc(C(F)(F)F)c3)CC2)c1. Results: hERG_inhib (hERG inhibition (general)): blocker. (3) The drug is CN1CCN(c2nc(-c3ccccc3Cl)nc3ccccc23)CC1. Results: hERG_inhib (hERG inhibition (general)): blocker.